From a dataset of Experimentally validated miRNA-target interactions with 360,000+ pairs, plus equal number of negative samples. Binary Classification. Given a miRNA mature sequence and a target amino acid sequence, predict their likelihood of interaction. (1) The miRNA is hsa-miR-5572 with sequence GUUGGGGUGCAGGGGUCUGCU. The protein sequence of the target gene is MDNQGVIYSDLNLPPNPKRQQRKPKGNKNSILATEQEITYAELNLQKASQDFQGNDKTYHCKDLPSAPEKLIVGILGIICLILMASVVTIVVIPSTLIQRHNNSSLNTRTQKARHCGHCPEEWITYSNSCYYIGKERRTWEESLLACTSKNSSLLSIDNEEEMKFLSIISPSSWIGVFRNSSHHPWVTMNGLAFKHEIKDSDNAELNCAVLQVNRLKSAQCGSSIIYHCKHKL. Result: 0 (no interaction). (2) The miRNA is hsa-miR-4439 with sequence GUGACUGAUACCUUGGAGGCAU. The protein sequence of the target gene is MLGTDRCVVEEWLSEFKALPDTQITSYAATLHRKKTLVPALYKVIQDSNNELLEPVCHQLFELYRSSEVRLKRFTLQFLPELMWVYLRLTVSRDRQSNGCIEALLLGIYNLEIADKDGNNKVLSFTIPSLSKPSIYHEPSTIGSMALTEGALCQHDLIRVVYSDLHPQRETFTAQNRFEVLSFLMLCYNSAIVYMPASSYQSLCRMGSRVCVSGFPRQHEKHWKELCGRIVLDPEFMVQLLTGVYYAMYNGQWDLGQEVLDDIIYRAQLELFSQPLLVANAMKNSLPFDAPDSTQEGQKV.... Result: 1 (interaction).